From a dataset of Full USPTO retrosynthesis dataset with 1.9M reactions from patents (1976-2016). Predict the reactants needed to synthesize the given product. The reactants are: Cl.C(OC(=O)[NH:8][C@H:9]([CH2:13][C:14]([N:16]1[CH2:21][CH2:20][N:19]([C:22]2[N:31]=[C:30]([NH2:32])[C:29]3[C:24](=[C:25]([F:37])[C:26]([O:35][CH3:36])=[C:27]([O:33][CH3:34])[CH:28]=3)[N:23]=2)[CH2:18][CH2:17]1)=[O:15])[CH2:10][C:11]#[CH:12])(C)(C)C. Given the product [NH2:8][C@@H:9]([CH2:10][C:11]#[CH:12])[CH2:13][C:14]([N:16]1[CH2:17][CH2:18][N:19]([C:22]2[N:31]=[C:30]([NH2:32])[C:29]3[C:24](=[C:25]([F:37])[C:26]([O:35][CH3:36])=[C:27]([O:33][CH3:34])[CH:28]=3)[N:23]=2)[CH2:20][CH2:21]1)=[O:15], predict the reactants needed to synthesize it.